This data is from Reaction yield outcomes from USPTO patents with 853,638 reactions. The task is: Predict the reaction yield, written as a fraction of the theoretical maximum amount of product (1.0 means a 100% yield; for example, 0.34 means a 34% yield). (1) The reactants are Cl.[OH:2][C@H:3]1[C@H:7]([N:8]2[CH:12]=[CH:11][N:10]=[N:9]2)[CH2:6][N:5](C(OC(C)(C)C)=O)[CH2:4]1. The catalyst is CO. The product is [NH4+:5].[OH-:2].[OH:2][C@H:3]1[C@H:7]([N:8]2[CH:12]=[CH:11][N:10]=[N:9]2)[CH2:6][NH:5][CH2:4]1. The yield is 0.280. (2) The reactants are [NH2:1][C:2]1[CH:3]=[C:4]([C:9]2[O:10][C:11]3[C:16]([C:17](=[O:19])[CH:18]=2)=[CH:15][CH:14]=[C:13]([O:20][CH3:21])[C:12]=3[O:22][CH3:23])[CH:5]=[CH:6][C:7]=1[NH2:8].C(N(CC)CC)C.[C:31](Cl)(=[O:33])[CH3:32].[O:35]1CC[CH2:37][CH2:36]1. The yield is 0.330. The product is [C:31]([NH:1][C:2]1[CH:3]=[C:4]([C:9]2[O:10][C:11]3[C:16]([C:17](=[O:19])[CH:18]=2)=[CH:15][CH:14]=[C:13]([O:20][CH3:21])[C:12]=3[O:22][CH3:23])[CH:5]=[CH:6][C:7]=1[NH:8][C:36](=[O:35])[CH3:37])(=[O:33])[CH3:32]. No catalyst specified. (3) The reactants are Cl[C:2]1[N:7]=[C:6]([C:8]2[N:9]([CH:14]([CH3:16])[CH3:15])[C:10]([CH3:13])=[N:11][CH:12]=2)[C:5]([F:17])=[CH:4][N:3]=1.[NH2:18][CH:19]1[CH2:24][CH2:23][N:22]([C:25]([O:27][C:28]([CH3:31])([CH3:30])[CH3:29])=[O:26])[CH2:21][CH2:20]1. The catalyst is CC(N(C)C)=O. The product is [F:17][C:5]1[C:6]([C:8]2[N:9]([CH:14]([CH3:16])[CH3:15])[C:10]([CH3:13])=[N:11][CH:12]=2)=[N:7][C:2]([NH:18][CH:19]2[CH2:20][CH2:21][N:22]([C:25]([O:27][C:28]([CH3:31])([CH3:30])[CH3:29])=[O:26])[CH2:23][CH2:24]2)=[N:3][CH:4]=1. The yield is 0.870. (4) The reactants are Cl[C:2]([O:4][CH2:5][C:6]1[CH:11]=[CH:10][CH:9]=[CH:8][CH:7]=1)=[O:3].[CH3:12][O:13][CH:14]([O:17][CH3:18])[CH2:15][NH2:16].[OH-].[Na+]. The catalyst is C1(C)C=CC=CC=1. The product is [CH2:5]([O:4][C:2](=[O:3])[NH:16][CH2:15][CH:14]([O:17][CH3:18])[O:13][CH3:12])[C:6]1[CH:11]=[CH:10][CH:9]=[CH:8][CH:7]=1. The yield is 0.900. (5) The reactants are [CH2:1]([C:3]1[CH:8]=[C:7]([F:9])[CH:6]=[CH:5][C:4]=1[OH:10])[CH3:2].C(N(CC)CC)C.Cl[C:19]([O:21][CH3:22])=[O:20]. The catalyst is CN(C1C=CN=CC=1)C.ClCCl. The product is [C:19](=[O:20])([O:21][CH3:22])[O:10][C:4]1[CH:5]=[CH:6][C:7]([F:9])=[CH:8][C:3]=1[CH2:1][CH3:2]. The yield is 0.850. (6) The reactants are I([O-])(=O)(=O)=O.[Na+].Cl.[Cl:8][C:9]1[CH:10]=[C:11]([N:26]([C:31]2[C:50]([CH:51]3[CH2:53][CH2:52]3)=[CH:49][C:34]3[C:35]([C:45]([NH:47][CH3:48])=[O:46])=[C:36]([C:38]4[CH:43]=[CH:42][C:41]([F:44])=[CH:40][CH:39]=4)[O:37][C:33]=3[CH:32]=2)[S:27]([CH3:30])(=[O:29])=[O:28])[CH:12]=[CH:13][C:14]=1[CH2:15][CH2:16][B:17]1[O:21]C(C)(C)C(C)(C)[O:18]1. The catalyst is C1COCC1.C(OCC)(=O)C. The product is [Cl:8][C:9]1[CH:10]=[C:11]([N:26]([C:31]2[C:50]([CH:51]3[CH2:53][CH2:52]3)=[CH:49][C:34]3[C:35]([C:45](=[O:46])[NH:47][CH3:48])=[C:36]([C:38]4[CH:43]=[CH:42][C:41]([F:44])=[CH:40][CH:39]=4)[O:37][C:33]=3[CH:32]=2)[S:27]([CH3:30])(=[O:28])=[O:29])[CH:12]=[CH:13][C:14]=1[CH2:15][CH2:16][B:17]([OH:18])[OH:21]. The yield is 0.250. (7) The reactants are [C:1]([NH:8][CH2:9][C:10]#[CH:11])([O:3][C:4]([CH3:7])([CH3:6])[CH3:5])=[O:2].C(N(CC)CC)C.Br[C:20]1[CH:21]=[C:22]([N+:27]([O-:29])=[O:28])[CH:23]=[CH:24][C:25]=1[F:26]. The catalyst is C(#N)C.CCOC(C)=O.[Cu]I. The product is [F:26][C:25]1[CH:24]=[CH:23][C:22]([N+:27]([O-:29])=[O:28])=[CH:21][C:20]=1[C:11]#[C:10][CH2:9][NH:8][C:1](=[O:2])[O:3][C:4]([CH3:5])([CH3:6])[CH3:7]. The yield is 0.630.